The task is: Predict the product of the given reaction.. This data is from Forward reaction prediction with 1.9M reactions from USPTO patents (1976-2016). (1) The product is: [CH:24]1([CH2:23][NH:22][C:20]([C:10]2[N:11]([CH:17]3[CH2:19][CH2:18]3)[C:12]([CH3:16])=[CH:13][C:14](=[O:15])[C:9]=2[OH:8])=[O:21])[CH2:25][CH2:26][CH2:27][CH2:28][CH2:29]1. Given the reactants C([O:8][C:9]1[C:14](=[O:15])[CH:13]=[C:12]([CH3:16])[N:11]([CH:17]2[CH2:19][CH2:18]2)[C:10]=1[C:20]([NH:22][CH2:23][CH:24]1[CH2:29][CH2:28][CH2:27][CH2:26][CH2:25]1)=[O:21])C1C=CC=CC=1.[H][H], predict the reaction product. (2) Given the reactants [Br:1][C:2]1[C:10]2[O:9][CH:8]([CH2:11][OH:12])[CH2:7][C:6]=2[CH:5]=[C:4]([C:13]#[N:14])[CH:3]=1.[C:15]1([CH3:25])[CH:20]=[CH:19][C:18]([S:21](Cl)(=[O:23])=[O:22])=[CH:17][CH:16]=1, predict the reaction product. The product is: [CH3:25][C:15]1[CH:20]=[CH:19][C:18]([S:21]([O:12][CH2:11][CH:8]2[CH2:7][C:6]3[CH:5]=[C:4]([C:13]#[N:14])[CH:3]=[C:2]([Br:1])[C:10]=3[O:9]2)(=[O:23])=[O:22])=[CH:17][CH:16]=1. (3) Given the reactants [CH:1]([S:4][C:5]1[CH:10]=[CH:9][CH:8]=[CH:7][C:6]=1[C@H:11]1[C@@H:15]([C:16]([O:18][CH3:19])=[O:17])[CH2:14][CH2:13][N:12]1[C:20]([O:22][C:23]([CH3:26])([CH3:25])[CH3:24])=[O:21])([CH3:3])[CH3:2].[OH:27]OS([O-])=O.[K+].[OH2:33], predict the reaction product. The product is: [CH:1]([S:4]([C:5]1[CH:10]=[CH:9][CH:8]=[CH:7][C:6]=1[C@H:11]1[C@@H:15]([C:16]([O:18][CH3:19])=[O:17])[CH2:14][CH2:13][N:12]1[C:20]([O:22][C:23]([CH3:24])([CH3:26])[CH3:25])=[O:21])(=[O:27])=[O:33])([CH3:3])[CH3:2]. (4) Given the reactants [C:1]1(=[O:11])[C:10]2[C:5](=[CH:6][CH:7]=[CH:8][CH:9]=2)[CH:4]=[CH:3][NH:2]1, predict the reaction product. The product is: [C:1]1(=[O:11])[C:10]2[CH2:9][CH2:8][CH2:7][CH2:6][C:5]=2[CH:4]=[CH:3][NH:2]1. (5) Given the reactants [CH3:1][C:2]1[CH:8]=[CH:7][C:5]([NH2:6])=[CH:4][C:3]=1[N+:9]([O-:11])=[O:10].[C:12](O[C:12]([O:14][C:15]([CH3:18])([CH3:17])[CH3:16])=[O:13])([O:14][C:15]([CH3:18])([CH3:17])[CH3:16])=[O:13], predict the reaction product. The product is: [CH3:1][C:2]1[CH:8]=[CH:7][C:5]([NH:6][C:12](=[O:13])[O:14][C:15]([CH3:18])([CH3:17])[CH3:16])=[CH:4][C:3]=1[N+:9]([O-:11])=[O:10]. (6) Given the reactants [CH:1]1([N:7]2[C:11]([C:12]3[CH:17]=[CH:16][CH:15]=[CH:14][CH:13]=3)=[C:10]([C:18]([O:20][CH2:21][CH3:22])=[O:19])[NH:9][C:8]2=O)[CH2:6][CH2:5][CH2:4][CH2:3][CH2:2]1.P(Cl)(Cl)([Cl:26])=O, predict the reaction product. The product is: [Cl:26][C:8]1[N:7]([CH:1]2[CH2:6][CH2:5][CH2:4][CH2:3][CH2:2]2)[C:11]([C:12]2[CH:17]=[CH:16][CH:15]=[CH:14][CH:13]=2)=[C:10]([C:18]([O:20][CH2:21][CH3:22])=[O:19])[N:9]=1. (7) Given the reactants [Cl:1][C:2]1[CH:7]=[CH:6][C:5]([NH:8][NH2:9])=[CH:4][CH:3]=1.Cl.[C:11]1(NN)[CH:16]=CC=[CH:13][CH:12]=1, predict the reaction product. The product is: [Cl:1][C:2]1[CH:7]=[CH:6][C:5]([N:8]2[CH:16]=[CH:11][C:12]([CH3:13])=[N:9]2)=[CH:4][CH:3]=1. (8) Given the reactants [CH2:1]([O:3][C:4]([C:6]1[C:7](OS(C(F)(F)F)(=O)=O)=[N:8][C:9]2[C:14]([C:15]=1[CH2:16][C:17]1[CH:22]=[CH:21][CH:20]=[CH:19][C:18]=1[Cl:23])=[CH:13][C:12]([Cl:24])=[CH:11][C:10]=2[F:25])=[O:5])[CH3:2].[CH2:34]([NH:36][CH3:37])[CH3:35], predict the reaction product. The product is: [CH2:1]([O:3][C:4]([C:6]1[C:7]([N:36]([CH2:34][CH3:35])[CH3:37])=[N:8][C:9]2[C:14]([C:15]=1[CH2:16][C:17]1[CH:22]=[CH:21][CH:20]=[CH:19][C:18]=1[Cl:23])=[CH:13][C:12]([Cl:24])=[CH:11][C:10]=2[F:25])=[O:5])[CH3:2].